From a dataset of Reaction yield outcomes from USPTO patents with 853,638 reactions. Predict the reaction yield, written as a fraction of the theoretical maximum amount of product (1.0 means a 100% yield; for example, 0.34 means a 34% yield). (1) The reactants are [NH2:1][C:2]1[C:11]2[C:6](=[C:7](Br)[CH:8]=[CH:9][CH:10]=2)[N:5]=[N:4][C:3]=1[C:13]([NH:15][CH2:16][CH2:17][CH3:18])=[O:14].[C:19]([C:21]1[CH:22]=[C:23](B(O)O)[CH:24]=[CH:25][CH:26]=1)#[N:20]. No catalyst specified. The product is [NH2:1][C:2]1[C:11]2[C:6](=[C:7]([C:25]3[CH:24]=[CH:23][CH:22]=[C:21]([C:19]#[N:20])[CH:26]=3)[CH:8]=[CH:9][CH:10]=2)[N:5]=[N:4][C:3]=1[C:13]([NH:15][CH2:16][CH2:17][CH3:18])=[O:14]. The yield is 0.860. (2) The reactants are [C:1]([O:5][C:6]([N:8]1[CH2:13][CH2:12][CH:11]([N:14]([C@H:24]([C:27]2[CH:32]=[CH:31][CH:30]=[CH:29][CH:28]=2)[CH2:25]O)[C:15]([NH:17][C:18]2[CH:23]=[CH:22][CH:21]=[CH:20][CH:19]=2)=[O:16])[CH2:10][CH2:9]1)=[O:7])([CH3:4])([CH3:3])[CH3:2].CS(Cl)(=O)=O. The catalyst is C(Cl)Cl.C(N(CC)CC)C. The product is [C:1]([O:5][C:6]([N:8]1[CH2:9][CH2:10][CH:11]([N:14]2[C@H:24]([C:27]3[CH:32]=[CH:31][CH:30]=[CH:29][CH:28]=3)[CH2:25][O:16][C:15]2=[N:17][C:18]2[CH:19]=[CH:20][CH:21]=[CH:22][CH:23]=2)[CH2:12][CH2:13]1)=[O:7])([CH3:3])([CH3:4])[CH3:2]. The yield is 0.460.